From a dataset of Full USPTO retrosynthesis dataset with 1.9M reactions from patents (1976-2016). Predict the reactants needed to synthesize the given product. Given the product [CH2:1]([C@@H:8]([C@@H:9]([OH:38])[CH2:10][C@H:11]([CH2:12][C:13]1[CH:18]=[CH:17][C:16]([C:19]2[CH:24]=[CH:23][CH:22]=[CH:21][N:20]=2)=[CH:15][CH:14]=1)[NH:25][C:26](=[O:37])[C@H:27]([C:33]([CH3:36])([CH3:35])[CH3:34])[NH:28][C:29](=[O:30])[O:31][CH3:32])[NH:39][C:40](=[O:47])[C@@H:41]([NH:42][C:49](=[O:50])[O:51][CH3:52])[CH2:43][CH:44]([CH3:45])[CH3:46])[C:2]1[CH:7]=[CH:6][CH:5]=[CH:4][CH:3]=1, predict the reactants needed to synthesize it. The reactants are: [CH2:1]([C@H:8]([NH:39][C:40](=[O:47])[C@H:41]([CH2:43][CH:44]([CH3:46])[CH3:45])[NH2:42])[C@@H:9]([OH:38])[CH2:10][C@@H:11]([NH:25][C:26](=[O:37])[C@H:27]([C:33]([CH3:36])([CH3:35])[CH3:34])[NH:28][C:29]([O:31][CH3:32])=[O:30])[CH2:12][C:13]1[CH:18]=[CH:17][C:16]([C:19]2[CH:24]=[CH:23][CH:22]=[CH:21][N:20]=2)=[CH:15][CH:14]=1)[C:2]1[CH:7]=[CH:6][CH:5]=[CH:4][CH:3]=1.Cl[C:49]([O:51][CH3:52])=[O:50].C(N(CC)CC)C.